The task is: Predict the reactants needed to synthesize the given product.. This data is from Full USPTO retrosynthesis dataset with 1.9M reactions from patents (1976-2016). (1) Given the product [ClH:1].[C:2]1([N:8]([CH2:31][C:32]([OH:34])=[O:33])[C:9]([C:11]2[CH:12]=[CH:13][C:14]3[S:18][C:17]([CH2:19][NH:20][C:21]4[CH:26]=[CH:25][C:24]([C:27](=[NH:28])[NH2:29])=[CH:23][CH:22]=4)=[N:16][C:15]=3[CH:30]=2)=[O:10])[CH:7]=[CH:6][CH:5]=[CH:4][CH:3]=1, predict the reactants needed to synthesize it. The reactants are: [ClH:1].[C:2]1([N:8]([CH2:31][C:32]([O:34]CC)=[O:33])[C:9]([C:11]2[CH:12]=[CH:13][C:14]3[S:18][C:17]([CH2:19][NH:20][C:21]4[CH:26]=[CH:25][C:24]([C:27](=[NH:29])[NH2:28])=[CH:23][CH:22]=4)=[N:16][C:15]=3[CH:30]=2)=[O:10])[CH:7]=[CH:6][CH:5]=[CH:4][CH:3]=1.[OH-].[Na+]. (2) Given the product [F:8][C:9]1[CH:30]=[C:29]([NH:31][C:32]([NH:34][C:35](=[O:43])[CH2:36][C:37]2[CH:38]=[CH:39][CH:40]=[CH:41][CH:42]=2)=[O:33])[CH:28]=[CH:27][C:10]=1[O:11][C:12]1[CH:17]=[CH:16][N:15]=[C:14]([NH:18][C:19]([CH:21]2[CH2:26][CH2:25][N:24]([C:3]([O:5][C:21]([CH3:26])([CH3:22])[CH3:19])=[O:4])[CH2:23][CH2:22]2)=[O:20])[CH:13]=1, predict the reactants needed to synthesize it. The reactants are: FC(F)(F)[C:3]([OH:5])=[O:4].[F:8][C:9]1[CH:30]=[C:29]([NH:31][C:32]([NH:34][C:35](=[O:43])[CH2:36][C:37]2[CH:42]=[CH:41][CH:40]=[CH:39][CH:38]=2)=[O:33])[CH:28]=[CH:27][C:10]=1[O:11][C:12]1[CH:17]=[CH:16][N:15]=[C:14]([NH:18][C:19]([CH:21]2[CH2:26][CH2:25][NH:24][CH2:23][CH2:22]2)=[O:20])[CH:13]=1. (3) The reactants are: Br[CH2:2][C:3]1[CH:4]=[C:5]2[C:28](=[CH:29][CH:30]=1)[C:9]1=[N:10][O:11][C:12]([C:13]3[C:17]([C:18]([F:21])([F:20])[F:19])=[C:16]([C:22]4[CH:27]=[CH:26][CH:25]=[CH:24][CH:23]=4)[O:15][N:14]=3)=[C:8]1[CH2:7][CH2:6]2.[CH2:31]1[C:34]2([C:38](=[O:39])[NH:37][C:36](=[O:40])[NH:35]2)[CH2:33][NH:32]1.C(OC1C=CC(C2ON=C3C4C(CCC=23)=CC(C=C)=CC=4)=C(C(F)(F)F)C=1)(C)C.C(N(CC)C(C)C)(C)C.C(=O)(O)[O-].[Na+]. Given the product [C:22]1([C:16]2[O:15][N:14]=[C:13]([C:12]3[O:11][N:10]=[C:9]4[C:28]5[C:5]([CH2:6][CH2:7][C:8]=34)=[CH:4][C:3]([CH2:2][N:32]3[CH2:31][C:34]4([C:38](=[O:39])[NH:37][C:36](=[O:40])[NH:35]4)[CH2:33]3)=[CH:30][CH:29]=5)[C:17]=2[C:18]([F:21])([F:19])[F:20])[CH:27]=[CH:26][CH:25]=[CH:24][CH:23]=1, predict the reactants needed to synthesize it. (4) Given the product [CH2:1]([O:8][C:9]1[C:13]([C:14]([O:16][CH3:17])=[O:15])=[N:12][N:11]([CH2:23][C:24](=[O:26])[CH3:25])[C:10]=1[C:18]([O:20][CH3:21])=[O:19])[C:2]1[CH:7]=[CH:6][CH:5]=[CH:4][CH:3]=1, predict the reactants needed to synthesize it. The reactants are: [CH2:1]([O:8][C:9]1[C:10]([C:18]([O:20][CH3:21])=[O:19])=[N:11][NH:12][C:13]=1[C:14]([O:16][CH3:17])=[O:15])[C:2]1[CH:7]=[CH:6][CH:5]=[CH:4][CH:3]=1.Cl[CH2:23][C:24](=[O:26])[CH3:25]. (5) Given the product [CH2:15]([C:9]1[C:8]2[C:4]3[CH:3]=[C:2]([C:29]4[CH:28]=[CH:27][C:26]([CH2:25][N:19]5[CH2:24][CH2:23][CH2:22][CH2:21][CH2:20]5)=[CH:31][CH:30]=4)[CH:18]=[N:17][C:5]=3[NH:6][C:7]=2[CH:12]=[N:11][C:10]=1[C:13]#[N:14])[CH3:16], predict the reactants needed to synthesize it. The reactants are: Br[C:2]1[CH:18]=[N:17][C:5]2[NH:6][C:7]3[CH:12]=[N:11][C:10]([C:13]#[N:14])=[C:9]([CH2:15][CH3:16])[C:8]=3[C:4]=2[CH:3]=1.[N:19]1([CH2:25][C:26]2[CH:31]=[CH:30][C:29](B(O)O)=[CH:28][CH:27]=2)[CH2:24][CH2:23][CH2:22][CH2:21][CH2:20]1.